Dataset: Full USPTO retrosynthesis dataset with 1.9M reactions from patents (1976-2016). Task: Predict the reactants needed to synthesize the given product. (1) The reactants are: Br[C:2]1[CH:7]=[CH:6][N:5]=[CH:4][C:3]=1[N:8]([CH3:25])[C:9](=[O:24])[C:10]1[CH:15]=[C:14]([C:16]([F:19])([F:18])[F:17])[CH:13]=[C:12]([C:20]([F:23])([F:22])[F:21])[CH:11]=1.[CH3:26][O:27][C:28]1[C:33]([F:34])=[CH:32][C:31]([F:35])=[CH:30][C:29]=1B(O)O. Given the product [F:34][C:33]1[C:28]([O:27][CH3:26])=[C:29]([C:2]2[CH:7]=[CH:6][N:5]=[CH:4][C:3]=2[N:8]([CH3:25])[C:9](=[O:24])[C:10]2[CH:15]=[C:14]([C:16]([F:19])([F:18])[F:17])[CH:13]=[C:12]([C:20]([F:23])([F:22])[F:21])[CH:11]=2)[CH:30]=[C:31]([F:35])[CH:32]=1, predict the reactants needed to synthesize it. (2) Given the product [Br:19][CH2:18][C:13]1[NH:12][C:11]([C:20]2[S:21][CH:22]=[CH:23][N:24]=2)=[N:10][C@@H:9]([C:36]2[CH:39]=[CH:40][CH:41]=[C:42]([F:43])[C:35]=2[F:34])[C:14]=1[C:15]([O:17][CH2:25][CH3:26])=[O:16], predict the reactants needed to synthesize it. The reactants are: ClC1C=C(F)C=CC=1[C@H:9]1[C:14]([C:15]([O-:17])=[O:16])=[C:13]([CH2:18][Br:19])[NH:12][C:11]([C:20]2[S:21][CH:22]=[CH:23][N:24]=2)=[N:10]1.[C:25](OCC)(=O)[CH2:26]C(C)=O.[F:34][C:35]1[C:42]([F:43])=[CH:41][CH:40]=[CH:39][C:36]=1C=O.ClC1C=C(F)C=CC=1C=O. (3) The reactants are: [C:1]1([CH2:7][CH2:8][NH:9][C:10]2[CH:17]=[CH:16][C:13]([C:14]#[N:15])=[C:12]([C:18]([F:21])([F:20])[F:19])[CH:11]=2)[CH:6]=[CH:5][CH:4]=[CH:3][CH:2]=1.I[CH2:23][CH2:24][CH3:25]. Given the product [C:1]1([CH2:7][CH2:8][N:9]([CH2:23][CH2:24][CH3:25])[C:10]2[CH:17]=[CH:16][C:13]([C:14]#[N:15])=[C:12]([C:18]([F:19])([F:20])[F:21])[CH:11]=2)[CH:6]=[CH:5][CH:4]=[CH:3][CH:2]=1, predict the reactants needed to synthesize it. (4) Given the product [F:13][C:14]1[C:15]([C:16]2[O:9][N:8]=[C:6]([C:5]3[CH:4]=[C:3]([CH:12]=[CH:11][CH:10]=3)[C:1]#[N:2])[N:7]=2)=[CH:19][CH:20]=[CH:21][N:22]=1, predict the reactants needed to synthesize it. The reactants are: [C:1]([C:3]1[CH:4]=[C:5]([CH:10]=[CH:11][CH:12]=1)[C:6](=[N:8][OH:9])[NH2:7])#[N:2].[F:13][C:14]1[N:22]=[CH:21][CH:20]=[CH:19][C:15]=1[C:16](Cl)=O.N.